From a dataset of Full USPTO retrosynthesis dataset with 1.9M reactions from patents (1976-2016). Predict the reactants needed to synthesize the given product. (1) Given the product [F:48][C:24]1([F:23])[CH2:25][CH2:26][C@@H:27]([NH:33][C:34](=[O:35])[C:36]2[CH:37]=[CH:38][C:39]([N:42]3[CH:46]=[CH:45][C:44]([CH3:47])=[N:43]3)=[CH:40][CH:41]=2)[C@@H:28]([C:30]([N:22]2[C@@H:7]3[C@@H:8]([C@H:9]([C:14]4[CH:19]=[CH:18][CH:17]=[CH:16][CH:15]=4)[NH:10][C:11]4[CH:12]=[CH:13][C:4]([F:3])=[CH:5][C:6]=43)[CH2:20][CH2:21]2)=[O:31])[CH2:29]1, predict the reactants needed to synthesize it. The reactants are: Cl.Cl.[F:3][C:4]1[CH:13]=[CH:12][C:11]2[NH:10][C@@H:9]([C:14]3[CH:19]=[CH:18][CH:17]=[CH:16][CH:15]=3)[C@H:8]3[CH2:20][CH2:21][NH:22][C@H:7]3[C:6]=2[CH:5]=1.[F:23][C:24]1([F:48])[CH2:29][C@H:28]([C:30](O)=[O:31])[C@H:27]([NH:33][C:34]([C:36]2[CH:41]=[CH:40][C:39]([N:42]3[CH:46]=[CH:45][C:44]([CH3:47])=[N:43]3)=[CH:38][CH:37]=2)=[O:35])[CH2:26][CH2:25]1. (2) Given the product [CH2:1]([O:4][C:5]([C:7]1[CH:8]=[C:9]2[C:13](=[CH:14][C:15]=1[CH2:16][O:25][C:19]1[CH:24]=[CH:23][CH:22]=[CH:21][CH:20]=1)[N:12]([CH3:18])[N:11]=[CH:10]2)=[O:6])[CH2:2][CH3:3], predict the reactants needed to synthesize it. The reactants are: [CH2:1]([O:4][C:5]([C:7]1[CH:8]=[C:9]2[C:13](=[CH:14][C:15]=1[CH2:16]Br)[N:12]([CH3:18])[N:11]=[CH:10]2)=[O:6])[CH2:2][CH3:3].[C:19]1([OH:25])[CH:24]=[CH:23][CH:22]=[CH:21][CH:20]=1.C(=O)([O-])[O-].[K+].[K+]. (3) Given the product [Cl:1][C:2]1[CH:3]=[CH:4][C:5]([O:17][CH2:18][CH:19]([CH3:21])[CH3:20])=[C:6]([NH:8][C:9]2[S:10][CH:11]=[C:12]([C:14]([NH2:24])=[O:15])[N:13]=2)[CH:7]=1, predict the reactants needed to synthesize it. The reactants are: [Cl:1][C:2]1[CH:3]=[CH:4][C:5]([O:17][CH2:18][CH:19]([CH3:21])[CH3:20])=[C:6]([NH:8][C:9]2[S:10][CH:11]=[C:12]([C:14](O)=[O:15])[N:13]=2)[CH:7]=1.CC[N:24]=C=NCCCN(C)C.C(N(CC)CC)C.[NH4+].OC1C2N=NNC=2C=CC=1.